This data is from NCI-60 drug combinations with 297,098 pairs across 59 cell lines. The task is: Regression. Given two drug SMILES strings and cell line genomic features, predict the synergy score measuring deviation from expected non-interaction effect. (1) Cell line: HCT116. Drug 2: CN1C=C(C=N1)C2=C3N=C(C(=C(N3N=C2)N)Br)C4CCCNC4. Drug 1: CC1=C2C(C(=O)C3(C(CC4C(C3C(C(C2(C)C)(CC1OC(=O)C(C(C5=CC=CC=C5)NC(=O)C6=CC=CC=C6)O)O)OC(=O)C7=CC=CC=C7)(CO4)OC(=O)C)O)C)OC(=O)C. Synergy scores: CSS=50.1, Synergy_ZIP=-0.106, Synergy_Bliss=-2.24, Synergy_Loewe=-3.70, Synergy_HSA=-0.286. (2) Drug 1: CN1CCC(CC1)COC2=C(C=C3C(=C2)N=CN=C3NC4=C(C=C(C=C4)Br)F)OC. Drug 2: C1CCN(CC1)CCOC2=CC=C(C=C2)C(=O)C3=C(SC4=C3C=CC(=C4)O)C5=CC=C(C=C5)O. Cell line: CCRF-CEM. Synergy scores: CSS=7.99, Synergy_ZIP=2.60, Synergy_Bliss=10.9, Synergy_Loewe=5.15, Synergy_HSA=7.11. (3) Drug 1: CS(=O)(=O)C1=CC(=C(C=C1)C(=O)NC2=CC(=C(C=C2)Cl)C3=CC=CC=N3)Cl. Drug 2: CCC1=CC2CC(C3=C(CN(C2)C1)C4=CC=CC=C4N3)(C5=C(C=C6C(=C5)C78CCN9C7C(C=CC9)(C(C(C8N6C)(C(=O)OC)O)OC(=O)C)CC)OC)C(=O)OC.C(C(C(=O)O)O)(C(=O)O)O. Cell line: HS 578T. Synergy scores: CSS=71.5, Synergy_ZIP=26.2, Synergy_Bliss=28.0, Synergy_Loewe=-24.8, Synergy_HSA=23.3. (4) Drug 1: C1C(C(OC1N2C=C(C(=O)NC2=O)F)CO)O. Drug 2: CCN(CC)CCCC(C)NC1=C2C=C(C=CC2=NC3=C1C=CC(=C3)Cl)OC. Cell line: 786-0. Synergy scores: CSS=17.1, Synergy_ZIP=-7.88, Synergy_Bliss=-1.50, Synergy_Loewe=-23.9, Synergy_HSA=-0.0510. (5) Cell line: SF-295. Drug 1: C1=NC2=C(N=C(N=C2N1C3C(C(C(O3)CO)O)O)F)N. Drug 2: C1CN(CCN1C(=O)CCBr)C(=O)CCBr. Synergy scores: CSS=29.5, Synergy_ZIP=-8.51, Synergy_Bliss=-3.21, Synergy_Loewe=-2.63, Synergy_HSA=-0.550. (6) Drug 1: CN(CC1=CN=C2C(=N1)C(=NC(=N2)N)N)C3=CC=C(C=C3)C(=O)NC(CCC(=O)O)C(=O)O. Drug 2: C1CC(C1)(C2=CC=C(C=C2)C3=C(C=C4C(=N3)C=CN5C4=NNC5=O)C6=CC=CC=C6)N. Cell line: NCI-H460. Synergy scores: CSS=34.1, Synergy_ZIP=-2.23, Synergy_Bliss=-3.70, Synergy_Loewe=-4.52, Synergy_HSA=-2.34. (7) Drug 1: CCC1=CC2CC(C3=C(CN(C2)C1)C4=CC=CC=C4N3)(C5=C(C=C6C(=C5)C78CCN9C7C(C=CC9)(C(C(C8N6C)(C(=O)OC)O)OC(=O)C)CC)OC)C(=O)OC.C(C(C(=O)O)O)(C(=O)O)O. Drug 2: C#CCC(CC1=CN=C2C(=N1)C(=NC(=N2)N)N)C3=CC=C(C=C3)C(=O)NC(CCC(=O)O)C(=O)O. Cell line: NCI-H226. Synergy scores: CSS=33.0, Synergy_ZIP=2.25, Synergy_Bliss=1.44, Synergy_Loewe=1.23, Synergy_HSA=1.52.